This data is from NCI-60 drug combinations with 297,098 pairs across 59 cell lines. The task is: Regression. Given two drug SMILES strings and cell line genomic features, predict the synergy score measuring deviation from expected non-interaction effect. (1) Drug 1: C1=CC(=C2C(=C1NCCNCCO)C(=O)C3=C(C=CC(=C3C2=O)O)O)NCCNCCO. Drug 2: C1CNP(=O)(OC1)N(CCCl)CCCl. Cell line: HOP-92. Synergy scores: CSS=40.0, Synergy_ZIP=6.44, Synergy_Bliss=7.89, Synergy_Loewe=-32.3, Synergy_HSA=3.70. (2) Cell line: SK-OV-3. Drug 2: CC1=C2C(C(=O)C3(C(CC4C(C3C(C(C2(C)C)(CC1OC(=O)C(C(C5=CC=CC=C5)NC(=O)OC(C)(C)C)O)O)OC(=O)C6=CC=CC=C6)(CO4)OC(=O)C)OC)C)OC. Drug 1: C1CCC(C1)C(CC#N)N2C=C(C=N2)C3=C4C=CNC4=NC=N3. Synergy scores: CSS=42.5, Synergy_ZIP=2.60, Synergy_Bliss=3.27, Synergy_Loewe=-10.5, Synergy_HSA=3.88. (3) Drug 1: CN(CC1=CN=C2C(=N1)C(=NC(=N2)N)N)C3=CC=C(C=C3)C(=O)NC(CCC(=O)O)C(=O)O. Drug 2: C1CC(=O)NC(=O)C1N2C(=O)C3=CC=CC=C3C2=O. Cell line: KM12. Synergy scores: CSS=39.6, Synergy_ZIP=-2.22, Synergy_Bliss=-3.66, Synergy_Loewe=-56.2, Synergy_HSA=-4.12.